Dataset: NCI-60 drug combinations with 297,098 pairs across 59 cell lines. Task: Regression. Given two drug SMILES strings and cell line genomic features, predict the synergy score measuring deviation from expected non-interaction effect. (1) Cell line: NCI-H460. Synergy scores: CSS=63.5, Synergy_ZIP=0.487, Synergy_Bliss=0.141, Synergy_Loewe=-2.53, Synergy_HSA=4.56. Drug 2: C1CC(C1)(C2=CC=C(C=C2)C3=C(C=C4C(=N3)C=CN5C4=NNC5=O)C6=CC=CC=C6)N. Drug 1: CCC1(CC2CC(C3=C(CCN(C2)C1)C4=CC=CC=C4N3)(C5=C(C=C6C(=C5)C78CCN9C7C(C=CC9)(C(C(C8N6C)(C(=O)OC)O)OC(=O)C)CC)OC)C(=O)OC)O. (2) Drug 1: COC1=C(C=C2C(=C1)N=CN=C2NC3=CC(=C(C=C3)F)Cl)OCCCN4CCOCC4. Drug 2: C(=O)(N)NO. Cell line: SR. Synergy scores: CSS=28.4, Synergy_ZIP=-5.14, Synergy_Bliss=-3.23, Synergy_Loewe=-17.6, Synergy_HSA=-2.84.